The task is: Regression. Given two drug SMILES strings and cell line genomic features, predict the synergy score measuring deviation from expected non-interaction effect.. This data is from NCI-60 drug combinations with 297,098 pairs across 59 cell lines. (1) Drug 1: C1=C(C(=O)NC(=O)N1)F. Drug 2: CCN(CC)CCNC(=O)C1=C(NC(=C1C)C=C2C3=C(C=CC(=C3)F)NC2=O)C. Cell line: HOP-92. Synergy scores: CSS=7.06, Synergy_ZIP=-5.20, Synergy_Bliss=-7.67, Synergy_Loewe=-11.5, Synergy_HSA=-11.2. (2) Drug 1: C1C(C(OC1N2C=NC3=C(N=C(N=C32)Cl)N)CO)O. Drug 2: CS(=O)(=O)OCCCCOS(=O)(=O)C. Cell line: EKVX. Synergy scores: CSS=-1.80, Synergy_ZIP=-1.98, Synergy_Bliss=-5.15, Synergy_Loewe=-7.78, Synergy_HSA=-5.51. (3) Drug 1: CC1C(C(CC(O1)OC2CC(CC3=C2C(=C4C(=C3O)C(=O)C5=C(C4=O)C(=CC=C5)OC)O)(C(=O)CO)O)N)O.Cl. Synergy scores: CSS=6.27, Synergy_ZIP=-3.38, Synergy_Bliss=-3.59, Synergy_Loewe=-1.33, Synergy_HSA=-2.67. Cell line: SK-MEL-28. Drug 2: C1CN(P(=O)(OC1)NCCCl)CCCl. (4) Drug 1: C1=CC=C(C=C1)NC(=O)CCCCCCC(=O)NO. Drug 2: C1=NNC2=C1C(=O)NC=N2. Cell line: SF-295. Synergy scores: CSS=-0.223, Synergy_ZIP=4.12, Synergy_Bliss=1.73, Synergy_Loewe=-2.80, Synergy_HSA=-0.585. (5) Synergy scores: CSS=20.4, Synergy_ZIP=-9.28, Synergy_Bliss=-3.97, Synergy_Loewe=-15.8, Synergy_HSA=-3.20. Cell line: HT29. Drug 1: CN(CCCl)CCCl.Cl. Drug 2: COC1=C2C(=CC3=C1OC=C3)C=CC(=O)O2. (6) Drug 2: CCCCC(=O)OCC(=O)C1(CC(C2=C(C1)C(=C3C(=C2O)C(=O)C4=C(C3=O)C=CC=C4OC)O)OC5CC(C(C(O5)C)O)NC(=O)C(F)(F)F)O. Synergy scores: CSS=62.7, Synergy_ZIP=8.76, Synergy_Bliss=7.64, Synergy_Loewe=-1.25, Synergy_HSA=7.69. Cell line: HCT-15. Drug 1: CS(=O)(=O)CCNCC1=CC=C(O1)C2=CC3=C(C=C2)N=CN=C3NC4=CC(=C(C=C4)OCC5=CC(=CC=C5)F)Cl.